From a dataset of Full USPTO retrosynthesis dataset with 1.9M reactions from patents (1976-2016). Predict the reactants needed to synthesize the given product. The reactants are: [F:1][C:2]1[C:3]2[N:4]([CH:20]=[N:21][CH:22]=2)[C:5]([NH:11][C:12]2[CH:17]=[CH:16][C:15]([I:18])=[CH:14][C:13]=2[F:19])=[C:6]([C:8](O)=[O:9])[CH:7]=1.CN(C(ON1N=NC2C=CC=NC1=2)=[N+](C)C)C.F[P-](F)(F)(F)(F)F.CCN(C(C)C)C(C)C.Cl.[OH:57][C@@H:58]([CH3:62])[CH2:59][O:60][NH-:61]. Given the product [OH:57][C@@H:58]([CH3:62])[CH2:59][O:60][NH:61][C:8]([C:6]1[CH:7]=[C:2]([F:1])[C:3]2[N:4]([CH:20]=[N:21][CH:22]=2)[C:5]=1[NH:11][C:12]1[CH:17]=[CH:16][C:15]([I:18])=[CH:14][C:13]=1[F:19])=[O:9], predict the reactants needed to synthesize it.